This data is from Catalyst prediction with 721,799 reactions and 888 catalyst types from USPTO. The task is: Predict which catalyst facilitates the given reaction. (1) Reactant: [C:1]([Li])([CH3:4])([CH3:3])[CH3:2].[CH:6]1[CH:11]=[CH:10][C:9]([C:12]2[CH:25]=[CH:24][N:23]=[C:22]3[C:13]=2[CH:14]=[CH:15][C:16]2[C:21]3=[N:20][CH:19]=[CH:18][C:17]=2[C:26]2[CH:31]=[CH:30][CH:29]=[CH:28][CH:27]=2)=[CH:8][CH:7]=1.O. Product: [C:26]1([C:17]2[C:16]3[C:21](=[C:22]4[C:13](=[CH:14][CH:15]=3)[C:12]([C:9]3[CH:8]=[CH:7][CH:6]=[CH:11][CH:10]=3)=[CH:25][C:24]([C:14]3[CH:2]=[C:1]([CH3:4])[CH:3]=[CH:22][CH:13]=3)=[N:23]4)[N:20]=[C:19]([C:7]3[CH:8]=[C:9]([CH3:12])[CH:10]=[CH:11][CH:6]=3)[CH:18]=2)[CH:31]=[CH:30][CH:29]=[CH:28][CH:27]=1. The catalyst class is: 182. (2) Reactant: [Li][CH2:2]CCC.[Cl:6][C:7]1[CH:15]=[C:14]2[C:10]([CH2:11][C:12](=[O:16])[NH:13]2)=[CH:9][CH:8]=1.CN(CCN(C)C)C.CI. Product: [Cl:6][C:7]1[CH:15]=[C:14]2[C:10]([CH:11]([CH3:2])[C:12](=[O:16])[NH:13]2)=[CH:9][CH:8]=1. The catalyst class is: 1. (3) Reactant: [N+:1]([C:4]1[CH:5]=[C:6]2[C:10](=[CH:11][CH:12]=1)[NH:9][C:8]([C:13]([OH:15])=O)=[CH:7]2)([O-:3])=[O:2].[CH2:16]([CH:23]1[CH2:28][CH2:27][NH:26][CH2:25][CH2:24]1)[C:17]1[CH:22]=[CH:21][CH:20]=[CH:19][CH:18]=1. Product: [CH2:16]([CH:23]1[CH2:28][CH2:27][N:26]([C:13]([C:8]2[NH:9][C:10]3[C:6]([CH:7]=2)=[CH:5][C:4]([N+:1]([O-:3])=[O:2])=[CH:12][CH:11]=3)=[O:15])[CH2:25][CH2:24]1)[C:17]1[CH:22]=[CH:21][CH:20]=[CH:19][CH:18]=1. The catalyst class is: 27.